Predict which catalyst facilitates the given reaction. From a dataset of Catalyst prediction with 721,799 reactions and 888 catalyst types from USPTO. (1) Reactant: [NH2:1][C:2]1[CH:7]=[CH:6][C:5]([Cl:8])=[CH:4][C:3]=1[C:9]([C:11]1[CH:16]=[CH:15][CH:14]=[CH:13][CH:12]=1)=O.[CH2:17]([CH:19]([CH2:25][CH3:26])[C:20](=O)[CH2:21][C:22]#[N:23])[CH3:18].CS(O)(=O)=O. Product: [Cl:8][C:5]1[CH:4]=[C:3]2[C:2](=[CH:7][CH:6]=1)[N:1]=[C:20]([CH:19]([CH2:25][CH3:26])[CH2:17][CH3:18])[C:21]([C:22]#[N:23])=[C:9]2[C:11]1[CH:16]=[CH:15][CH:14]=[CH:13][CH:12]=1. The catalyst class is: 11. (2) Reactant: [OH:1][C:2]1([C:15]2[S:16][CH:17]=[CH:18][N:19]=2)[CH2:7][CH2:6][CH:5]([C:8]([O:10][CH2:11][CH2:12][CH2:13][CH3:14])=[O:9])[CH2:4][CH2:3]1.CN(C=O)C.C1C(=O)N([Br:32])C(=O)C1. Product: [Br:32][C:17]1[S:16][C:15]([C:2]2([OH:1])[CH2:7][CH2:6][CH:5]([C:8]([O:10][CH2:11][CH2:12][CH2:13][CH3:14])=[O:9])[CH2:4][CH2:3]2)=[N:19][CH:18]=1. The catalyst class is: 69. (3) Reactant: [CH2:1]([O:3][C:4]([C:6]1[C:11](O)=[CH:10][C:9](=[O:13])[N:8]([CH2:14][CH2:15][CH3:16])[C:7]=1[CH3:17])=[O:5])[CH3:2].P(Cl)(Cl)([Cl:20])=O.C(N(CC)CC)C. The catalyst class is: 2. Product: [CH2:1]([O:3][C:4]([C:6]1[C:11]([Cl:20])=[CH:10][C:9](=[O:13])[N:8]([CH2:14][CH2:15][CH3:16])[C:7]=1[CH3:17])=[O:5])[CH3:2]. (4) Reactant: [C:1]([N:8]1[C:12]2[CH:13]=[CH:14][C:15]([C:17]([F:20])([F:19])[F:18])=[CH:16][C:11]=2[NH:10][C:9]1=[O:21])([O:3]C(C)(C)C)=O.[Cl:22][C:23]1[CH:31]=[CH:30][C:26](C(Cl)=O)=[CH:25][CH:24]=1. Product: [Cl:22][C:23]1[CH:31]=[CH:30][C:26]([C:1]([N:8]2[C:12]3[CH:13]=[CH:14][C:15]([C:17]([F:18])([F:19])[F:20])=[CH:16][C:11]=3[NH:10][C:9]2=[O:21])=[O:3])=[CH:25][CH:24]=1. The catalyst class is: 17. (5) Reactant: [F:1][C:2]1[C:7]([S:8]([NH2:11])(=[O:10])=[O:9])=[C:6]([F:12])[C:5]([F:13])=[C:4](F)[C:3]=1[F:15].O.O.O.[O-:19][C:20]1[CH:25]=[CH:24][CH:23]=[CH:22][CH:21]=1.[Na+].CS(C)=O. Product: [F:12][C:6]1[C:5]([F:13])=[C:4]([O:19][C:20]2[CH:25]=[CH:24][CH:23]=[CH:22][CH:21]=2)[C:3]([F:15])=[C:2]([F:1])[C:7]=1[S:8]([NH2:11])(=[O:9])=[O:10]. The catalyst class is: 6. (6) The catalyst class is: 155. Product: [C:11]([C:8]1([C:6]2[CH:5]=[C:4]([CH2:13][CH2:14][CH2:15][NH:16][C:17](=[O:23])[O:18][C:19]([CH3:22])([CH3:21])[CH3:20])[CH:3]=[C:2]([B:24]3[O:28][C:27]([CH3:30])([CH3:29])[C:26]([CH3:32])([CH3:31])[O:25]3)[CH:7]=2)[CH2:10][CH2:9]1)#[N:12]. Reactant: Br[C:2]1[CH:3]=[C:4]([CH2:13][CH2:14][CH2:15][NH:16][C:17](=[O:23])[O:18][C:19]([CH3:22])([CH3:21])[CH3:20])[CH:5]=[C:6]([C:8]2([C:11]#[N:12])[CH2:10][CH2:9]2)[CH:7]=1.[B:24]1([B:24]2[O:28][C:27]([CH3:30])([CH3:29])[C:26]([CH3:32])([CH3:31])[O:25]2)[O:28][C:27]([CH3:30])([CH3:29])[C:26]([CH3:32])([CH3:31])[O:25]1.C([O-])(=O)C.[K+].C(Cl)Cl. (7) Reactant: [CH:1]1([C:5]2[C:13]([C:14]3[NH:18][C:17]([O:19][CH2:20][CH3:21])=[N:16][N:15]=3)=[CH:12][C:8]([C:9](O)=[O:10])=[C:7]([CH3:22])[CH:6]=2)[CH2:4][CH2:3][CH2:2]1.CCN(C(C)C)C(C)C.C1C=CC2N(O)N=NC=2C=1.CCN=C=NCCCN(C)C.Cl.[NH:54]1[CH2:59][CH2:58][CH:57]([C:60]2[CH:67]=[CH:66][C:63]([C:64]#[N:65])=[CH:62][CH:61]=2)[CH2:56][CH2:55]1. Product: [CH:1]1([C:5]2[C:13]([C:14]3[NH:18][C:17]([O:19][CH2:20][CH3:21])=[N:16][N:15]=3)=[CH:12][C:8]([C:9]([N:54]3[CH2:59][CH2:58][CH:57]([C:60]4[CH:67]=[CH:66][C:63]([C:64]#[N:65])=[CH:62][CH:61]=4)[CH2:56][CH2:55]3)=[O:10])=[C:7]([CH3:22])[CH:6]=2)[CH2:2][CH2:3][CH2:4]1. The catalyst class is: 42.